This data is from Forward reaction prediction with 1.9M reactions from USPTO patents (1976-2016). The task is: Predict the product of the given reaction. Given the reactants [Cl:1][C:2]1[C:3](Cl)=[N:4][CH:5]=[C:6]([CH:10]=1)[C:7]([OH:9])=[O:8].[F:12][C:13]([F:19])([CH:16]([F:18])[F:17])[CH2:14][OH:15], predict the reaction product. The product is: [Cl:1][C:2]1[C:3]([O:15][CH2:14][C:13]([F:19])([F:12])[CH:16]([F:18])[F:17])=[N:4][CH:5]=[C:6]([CH:10]=1)[C:7]([OH:9])=[O:8].